From a dataset of Full USPTO retrosynthesis dataset with 1.9M reactions from patents (1976-2016). Predict the reactants needed to synthesize the given product. (1) Given the product [F:1][C:2]1[CH:3]=[C:4]([O:11][CH3:12])[CH:5]=[CH:6][C:7]=1[N+:8]([O-:10])=[O:9], predict the reactants needed to synthesize it. The reactants are: [F:1][C:2]1[CH:3]=[C:4]([OH:11])[CH:5]=[CH:6][C:7]=1[N+:8]([O-:10])=[O:9].[C:12]([O-])([O-])=O.[K+].[K+].CI. (2) Given the product [C:46]([NH:45][C:40]1[CH:41]=[CH:42][CH:43]=[CH:44][C:39]=1[NH:38][C:3]1[C:2]([Cl:1])=[CH:7][N:6]=[C:5]([NH:8][C@@H:9]2[CH2:14][CH2:13][CH2:12][C@H:11]([C:15]([NH2:17])=[O:16])[CH2:10]2)[N:4]=1)(=[O:49])[CH:47]=[CH2:48], predict the reactants needed to synthesize it. The reactants are: [Cl:1][C:2]1[C:3](S(C)=O)=[N:4][C:5]([NH:8][C@@H:9]2[CH2:14][CH2:13][CH2:12][C@H:11]([C:15]([NH2:17])=[O:16])[CH2:10]2)=[N:6][CH:7]=1.CC1C=CC(S(O)(=O)=O)=CC=1.O1CCOCC1.[NH2:38][C:39]1[CH:44]=[CH:43][CH:42]=[CH:41][C:40]=1[NH:45][C:46](=[O:49])[CH:47]=[CH2:48]. (3) Given the product [OH:32][C:27]1([C:28]([F:31])([F:30])[F:29])[CH2:26][N:11]([C:8]2[CH:7]=[CH:6][C:5]([S:2]([CH3:1])(=[O:4])=[O:3])=[CH:10][CH:9]=2)[C:12]([C:14]2[CH:15]=[CH:16][N:17]=[CH:18][CH:19]=2)=[N:13]1, predict the reactants needed to synthesize it. The reactants are: [CH3:1][S:2]([C:5]1[CH:10]=[CH:9][C:8]([NH:11][C:12]([C:14]2[CH:19]=[CH:18][N:17]=[CH:16][CH:15]=2)=[NH:13])=[CH:7][CH:6]=1)(=[O:4])=[O:3].C(=O)(O)[O-].[Na+].Br[CH2:26][C:27](=[O:32])[C:28]([F:31])([F:30])[F:29].